From a dataset of Catalyst prediction with 721,799 reactions and 888 catalyst types from USPTO. Predict which catalyst facilitates the given reaction. (1) Product: [CH3:8][C:9]1[N:6]=[C:4]([NH:3][C:2]([NH2:1])=[NH:7])[S:5][C:11]=1[C:12]1[CH:17]=[CH:16][CH:15]=[C:14]([N+:18]([O-:20])=[O:19])[CH:13]=1. Reactant: [NH2:1][C:2](=[NH:7])[NH:3][C:4]([NH2:6])=[S:5].[CH3:8][C:9]1([N+]([O-])=O)[CH:11]([C:12]2[CH:17]=[CH:16][CH:15]=[C:14]([N+:18]([O-:20])=[O:19])[CH:13]=2)O1. The catalyst class is: 5. (2) Reactant: [CH:1]([N:4]1[C:8]([C:9]2[N:18]=[C:17]3[N:11]([CH2:12][CH2:13][O:14][C:15]4[CH:22]=[C:21]([CH3:23])[C:20]([S:24][CH:25]5[CH2:30][CH2:29][N:28]([CH:31]([CH3:33])[CH3:32])[CH2:27][CH2:26]5)=[CH:19][C:16]=43)[CH:10]=2)=[N:7][C:6]([CH3:34])=[N:5]1)([CH3:3])[CH3:2].C(O)(C(F)(F)F)=[O:36].C1C=C(Cl)C=C(C(OO)=O)C=1. Product: [CH:1]([N:4]1[C:8]([C:9]2[N:18]=[C:17]3[C:16]4[CH:19]=[C:20]([S:24]([CH:25]5[CH2:26][CH2:27][N:28]([CH:31]([CH3:33])[CH3:32])[CH2:29][CH2:30]5)=[O:36])[C:21]([CH3:23])=[CH:22][C:15]=4[O:14][CH2:13][CH2:12][N:11]3[CH:10]=2)=[N:7][C:6]([CH3:34])=[N:5]1)([CH3:2])[CH3:3]. The catalyst class is: 2.